Task: Predict the reactants needed to synthesize the given product.. Dataset: Full USPTO retrosynthesis dataset with 1.9M reactions from patents (1976-2016) Given the product [OH:8][C:9]1[CH:10]=[C:11]([CH:14]=[CH:15][C:16]=1[N+:17]([O-:19])=[O:18])[CH:12]=[C:5]1[S:1][C:2](=[O:7])[NH:3][C:4]1=[O:6], predict the reactants needed to synthesize it. The reactants are: [S:1]1[CH2:5][C:4](=[O:6])[NH:3][C:2]1=[O:7].[OH:8][C:9]1[CH:10]=[C:11]([CH:14]=[CH:15][C:16]=1[N+:17]([O-:19])=[O:18])[CH:12]=O.N1CCCCC1.